This data is from Forward reaction prediction with 1.9M reactions from USPTO patents (1976-2016). The task is: Predict the product of the given reaction. (1) Given the reactants [Br:1][C:2]1[CH:3]=[C:4]([CH2:9][C:10]([OH:12])=[O:11])[CH:5]=[CH:6][C:7]=1[OH:8].S(Cl)(Cl)=O.[CH3:17][CH2:18]O, predict the reaction product. The product is: [CH2:17]([O:11][C:10](=[O:12])[CH2:9][C:4]1[CH:5]=[CH:6][C:7]([OH:8])=[C:2]([Br:1])[CH:3]=1)[CH3:18]. (2) Given the reactants [F:1][C:2]([F:15])([F:14])[S:3]([O:6]S(C(F)(F)F)(=O)=O)(=[O:5])=[O:4].O[C:17]1[CH:34]=[CH:33][C:20]2[CH2:21][N:22]([C:26]([O:28][C:29]([CH3:32])([CH3:31])[CH3:30])=[O:27])[CH2:23][CH2:24][O:25][C:19]=2[CH:18]=1, predict the reaction product. The product is: [F:1][C:2]([F:15])([F:14])[S:3]([O:6][C:17]1[CH:34]=[CH:33][C:20]2[CH2:21][N:22]([C:26]([O:28][C:29]([CH3:30])([CH3:31])[CH3:32])=[O:27])[CH2:23][CH2:24][O:25][C:19]=2[CH:18]=1)(=[O:5])=[O:4]. (3) Given the reactants [CH3:1][O:2][C:3]1[CH:4]=[C:5]2[C:10](=[CH:11][CH:12]=1)[N:9]=[C:8]([C:13]1[CH:18]=[CH:17][CH:16]=[C:15]([O:19][CH3:20])[CH:14]=1)[CH:7]=[CH:6]2.[BH4-].[Na+], predict the reaction product. The product is: [CH3:1][O:2][C:3]1[CH:4]=[C:5]2[C:10](=[CH:11][CH:12]=1)[NH:9][CH:8]([C:13]1[CH:18]=[CH:17][CH:16]=[C:15]([O:19][CH3:20])[CH:14]=1)[CH2:7][CH2:6]2. (4) Given the reactants [Si]([O:18][CH2:19][C@@H:20]([N:23]1[C@H:28]([C:29]2[CH:34]=[CH:33][C:32]([Cl:35])=[CH:31][CH:30]=2)[C@@H:27]([C:36]2[CH:41]=[CH:40][CH:39]=[C:38]([Cl:42])[CH:37]=2)[CH2:26][C@@:25]([CH:44]2[CH2:46][CH:45]2[C:47]([OH:49])=[O:48])([CH3:43])[C:24]1=[O:50])[CH2:21][CH3:22])(C(C)(C)C)(C1C=CC=CC=1)C1C=CC=CC=1.CCCC[N+](CCCC)(CCCC)CCCC.[F-], predict the reaction product. The product is: [Cl:42][C:38]1[CH:37]=[C:36]([C@@H:27]2[C@@H:28]([C:29]3[CH:34]=[CH:33][C:32]([Cl:35])=[CH:31][CH:30]=3)[N:23]([C@@H:20]([CH2:21][CH3:22])[CH2:19][OH:18])[C:24](=[O:50])[C@:25]([CH:44]3[CH2:46][CH:45]3[C:47]([OH:49])=[O:48])([CH3:43])[CH2:26]2)[CH:41]=[CH:40][CH:39]=1. (5) Given the reactants Br[CH:2]1[CH2:7][N:6]([S:8]([C:11]2[CH:17]=[CH:16][C:14]([CH3:15])=[CH:13][CH:12]=2)(=[O:10])=[O:9])[CH2:5][C:4]([CH3:19])([CH3:18])[C:3]1=[O:20].[N-:21]=[N+:22]=[N-:23].[Na+].O, predict the reaction product. The product is: [N:21]([CH:2]1[CH2:7][N:6]([S:8]([C:11]2[CH:17]=[CH:16][C:14]([CH3:15])=[CH:13][CH:12]=2)(=[O:10])=[O:9])[CH2:5][C:4]([CH3:19])([CH3:18])[C:3]1=[O:20])=[N+:22]=[N-:23]. (6) The product is: [CH2:28]([O:30][C:31]([CH:33]1[CH2:37][CH2:36][S:35](=[O:38])(=[O:39])[N:34]1[CH2:2][C:3]1[CH:10]=[CH:9][CH:8]=[C:5]([CH:6]=[O:7])[CH:4]=1)=[O:32])[CH3:29].[CH3:17][O:18][C:19]([CH:21]1[CH2:25][CH2:24][S:23](=[O:27])(=[O:26])[N:22]1[CH2:2][C:3]1[CH:10]=[CH:9][CH:8]=[C:5]([CH:6]=[O:7])[CH:4]=1)=[O:20]. Given the reactants Br[CH2:2][C:3]1[CH:4]=[C:5]([CH:8]=[CH:9][CH:10]=1)[CH:6]=[O:7].C(=O)([O-])[O-].[Cs+].[Cs+].[CH3:17][O:18][C:19]([CH:21]1[CH2:25][CH2:24][S:23](=[O:27])(=[O:26])[NH:22]1)=[O:20].[CH2:28]([O:30][C:31]([CH:33]1[CH2:37][CH2:36][S:35](=[O:39])(=[O:38])[NH:34]1)=[O:32])[CH3:29].[Cl-].[NH4+].Cl, predict the reaction product.